Dataset: Full USPTO retrosynthesis dataset with 1.9M reactions from patents (1976-2016). Task: Predict the reactants needed to synthesize the given product. Given the product [O:20]=[C:18]1[C:13]2([CH2:17][CH2:16][CH2:15][CH2:14]2)[NH:12][CH2:11][CH2:10][C@@H:9]([C:3]2[CH:4]=[CH:5][CH:6]=[CH:7][CH:8]=2)[N:19]1[CH2:22][C:23]([O:25][CH2:26][C:27]1[CH:32]=[CH:31][CH:30]=[CH:29][CH:28]=1)=[O:24], predict the reactants needed to synthesize it. The reactants are: [H-].[Na+].[C:3]1([C@H:9]2[NH:19][C:18](=[O:20])[C:13]3([CH2:17][CH2:16][CH2:15][CH2:14]3)[NH:12][CH2:11][CH2:10]2)[CH:8]=[CH:7][CH:6]=[CH:5][CH:4]=1.Br[CH2:22][C:23]([O:25][CH2:26][C:27]1[CH:32]=[CH:31][CH:30]=[CH:29][CH:28]=1)=[O:24].